This data is from Forward reaction prediction with 1.9M reactions from USPTO patents (1976-2016). The task is: Predict the product of the given reaction. (1) Given the reactants [F:1][C:2]1[CH:8]=[C:7]([C:9]#[C:10][Si:11]([CH3:14])([CH3:13])[CH3:12])[CH:6]=[CH:5][C:3]=1[NH2:4].F[C:16]1[C:24]([F:25])=[C:23]([F:26])[CH:22]=[CH:21][C:17]=1[C:18]([OH:20])=[O:19].[Li+].C[Si]([N-][Si](C)(C)C)(C)C, predict the reaction product. The product is: [F:25][C:24]1[C:16]([NH:4][C:3]2[CH:5]=[CH:6][C:7]([C:9]#[C:10][Si:11]([CH3:13])([CH3:12])[CH3:14])=[CH:8][C:2]=2[F:1])=[C:17]([CH:21]=[CH:22][C:23]=1[F:26])[C:18]([OH:20])=[O:19]. (2) Given the reactants [C:1]([C:4]1[N:5]=[C:6]([CH:9]2[CH2:14][CH2:13][N:12]([C:15]([O:17][C:18]([CH3:21])([CH3:20])[CH3:19])=[O:16])[CH2:11][CH2:10]2)[S:7][CH:8]=1)([OH:3])=O.Cl.CN(C)CCCN=C=NCC.C(N(CC)CC)C.[CH3:41][NH:42][C@H:43]1[C:52]2[C:47](=[CH:48][CH:49]=[CH:50][CH:51]=2)[CH2:46][CH2:45][CH2:44]1, predict the reaction product. The product is: [CH3:41][N:42]([C@H:43]1[C:52]2[C:47](=[CH:48][CH:49]=[CH:50][CH:51]=2)[CH2:46][CH2:45][CH2:44]1)[C:1]([C:4]1[N:5]=[C:6]([CH:9]2[CH2:14][CH2:13][N:12]([C:15]([O:17][C:18]([CH3:21])([CH3:20])[CH3:19])=[O:16])[CH2:11][CH2:10]2)[S:7][CH:8]=1)=[O:3]. (3) Given the reactants [Cl:1][C:2]1[CH:10]=[CH:9][C:5]([C:6]([OH:8])=[O:7])=[CH:4][C:3]=1[NH:11][C:12]([C:14]1[C:25](=[O:26])[NH:24][C:17]2[N:18]=[C:19]([O:22][CH3:23])[N:20]=[CH:21][C:16]=2[CH:15]=1)=[O:13].[Cl:27][C:28]1[CH:35]=[CH:34][CH:33]=[CH:32][C:29]=1[CH2:30]Br.[F-].C([N+](CCCC)(CCCC)CCCC)CCC, predict the reaction product. The product is: [Cl:27][C:28]1[CH:35]=[CH:34][CH:33]=[CH:32][C:29]=1[CH2:30][O:7][C:6](=[O:8])[C:5]1[CH:9]=[CH:10][C:2]([Cl:1])=[C:3]([NH:11][C:12]([C:14]2[C:25](=[O:26])[NH:24][C:17]3[N:18]=[C:19]([O:22][CH3:23])[N:20]=[CH:21][C:16]=3[CH:15]=2)=[O:13])[CH:4]=1. (4) Given the reactants F[C:2]1[CH:10]=[CH:9][C:5]([C:6]([OH:8])=[O:7])=[CH:4][C:3]=1[C:11]([F:14])([F:13])[F:12].Cl.NC[C:18]([C:20]1[CH:25]=[CH:24][C:23](OCCCCCCCC)=[C:22](C(F)(F)F)[CH:21]=1)=[O:19], predict the reaction product. The product is: [CH2:18]([O:19][C:2]1[CH:10]=[CH:9][C:5]([C:6]([OH:8])=[O:7])=[CH:4][C:3]=1[C:11]([F:14])([F:13])[F:12])[C:20]1[CH:25]=[CH:24][CH:23]=[CH:22][CH:21]=1. (5) Given the reactants C([O:8][C:9]1[CH:10]=[C:11]([N:15]2[CH2:19][CH2:18][C@H:17]3[CH2:20][N:21]([C:23]([O:25][C:26]([CH3:29])([CH3:28])[CH3:27])=[O:24])[CH2:22][C@@H:16]23)[CH:12]=[N:13][CH:14]=1)C1C=CC=CC=1.C([O-])=O.[NH4+], predict the reaction product. The product is: [OH:8][C:9]1[CH:10]=[C:11]([N:15]2[CH2:19][CH2:18][C@H:17]3[CH2:20][N:21]([C:23]([O:25][C:26]([CH3:29])([CH3:28])[CH3:27])=[O:24])[CH2:22][C@@H:16]23)[CH:12]=[N:13][CH:14]=1. (6) Given the reactants C1(C2CC(O)C3C(=CC=C(O)C=3)O2)C=CC=CC=1.[OH:19][C:20]1[CH:21]=[C:22]2[C:27](=[CH:28][CH:29]=1)[O:26][CH:25]([C:30]1[CH:35]=[CH:34][CH:33]=[C:32]([N+:36]([O-:38])=[O:37])[CH:31]=1)[CH2:24][C:23]2=[O:39], predict the reaction product. The product is: [N+:36]([C:32]1[CH:31]=[C:30]([CH:25]2[CH2:24][CH:23]([OH:39])[C:22]3[C:27](=[CH:28][CH:29]=[C:20]([OH:19])[CH:21]=3)[O:26]2)[CH:35]=[CH:34][CH:33]=1)([O-:38])=[O:37]. (7) Given the reactants [CH3:1][O:2][C:3]1[CH:12]=[CH:11][C:6]2[C:7](=[O:10])[CH2:8][O:9][C:5]=2[C:4]=1[CH2:13][N:14]1[CH2:19][CH2:18][O:17][CH2:16][CH2:15]1.[NH:20]1[C:28]2[C:23](=[CH:24][CH:25]=[CH:26][CH:27]=2)[C:22]([CH:29]=O)=[N:21]1.N1CCCCC1, predict the reaction product. The product is: [NH:20]1[C:28]2[C:23](=[CH:24][CH:25]=[CH:26][CH:27]=2)[C:22](/[CH:29]=[C:8]2\[O:9][C:5]3[C:4]([CH2:13][N:14]4[CH2:19][CH2:18][O:17][CH2:16][CH2:15]4)=[C:3]([O:2][CH3:1])[CH:12]=[CH:11][C:6]=3[C:7]\2=[O:10])=[N:21]1.